Dataset: NCI-60 drug combinations with 297,098 pairs across 59 cell lines. Task: Regression. Given two drug SMILES strings and cell line genomic features, predict the synergy score measuring deviation from expected non-interaction effect. (1) Drug 1: C1CN(CCN1C(=O)CCBr)C(=O)CCBr. Drug 2: C1CN(P(=O)(OC1)NCCCl)CCCl. Cell line: U251. Synergy scores: CSS=33.7, Synergy_ZIP=-1.66, Synergy_Bliss=-1.21, Synergy_Loewe=-28.9, Synergy_HSA=0.0776. (2) Drug 1: C1=CN(C(=O)N=C1N)C2C(C(C(O2)CO)O)O.Cl. Drug 2: CC1C(C(CC(O1)OC2CC(CC3=C2C(=C4C(=C3O)C(=O)C5=C(C4=O)C(=CC=C5)OC)O)(C(=O)CO)O)N)O.Cl. Cell line: PC-3. Synergy scores: CSS=32.3, Synergy_ZIP=-6.52, Synergy_Bliss=-3.44, Synergy_Loewe=-0.604, Synergy_HSA=0.758. (3) Drug 2: C1C(C(OC1N2C=NC3=C(N=C(N=C32)Cl)N)CO)O. Drug 1: C1CCN(CC1)CCOC2=CC=C(C=C2)C(=O)C3=C(SC4=C3C=CC(=C4)O)C5=CC=C(C=C5)O. Cell line: SK-OV-3. Synergy scores: CSS=3.36, Synergy_ZIP=-0.157, Synergy_Bliss=0.819, Synergy_Loewe=-0.612, Synergy_HSA=-0.515. (4) Drug 1: C1CN1P(=S)(N2CC2)N3CC3. Drug 2: C1CC(C1)(C(=O)O)C(=O)O.[NH2-].[NH2-].[Pt+2]. Cell line: HT29. Synergy scores: CSS=12.1, Synergy_ZIP=-4.97, Synergy_Bliss=-8.84, Synergy_Loewe=-15.2, Synergy_HSA=-6.75.